This data is from Catalyst prediction with 721,799 reactions and 888 catalyst types from USPTO. The task is: Predict which catalyst facilitates the given reaction. (1) Product: [NH2:23][C:24]1[CH:29]=[CH:28][C:27]([O:30][C:2]2[C:7]([C:8]3[CH2:13][CH2:12][N:11]([C:14](=[O:16])[CH3:15])[CH2:10][CH:9]=3)=[CH:6][CH:5]=[CH:4][N:3]=2)=[CH:26][CH:25]=1. The catalyst class is: 197. Reactant: F[C:2]1[C:7]([C:8]2[CH2:13][CH2:12][N:11]([C:14](=[O:16])[CH3:15])[CH2:10][CH:9]=2)=[CH:6][CH:5]=[CH:4][N:3]=1.C(=O)([O-])[O-].[Cs+].[Cs+].[NH2:23][C:24]1[CH:29]=[CH:28][C:27]([OH:30])=[CH:26][CH:25]=1. (2) Reactant: [CH:1]1([CH2:7][N:8]2[C:12]([C:13]3[CH:18]=[C:17]([C:19]([CH3:22])([CH3:21])[CH3:20])[CH:16]=[C:15]([C:23]([CH3:26])([CH3:25])[CH3:24])[CH:14]=3)=[CH:11][C:10]([S:27]([NH:30][CH2:31][CH2:32][C:33]([O:35]C)=[O:34])(=[O:29])=[O:28])=[C:9]2[CH3:37])[CH2:6][CH2:5][CH2:4][CH2:3][CH2:2]1.O[Li].O. Product: [CH:1]1([CH2:7][N:8]2[C:12]([C:13]3[CH:18]=[C:17]([C:19]([CH3:21])([CH3:20])[CH3:22])[CH:16]=[C:15]([C:23]([CH3:25])([CH3:26])[CH3:24])[CH:14]=3)=[CH:11][C:10]([S:27]([NH:30][CH2:31][CH2:32][C:33]([OH:35])=[O:34])(=[O:28])=[O:29])=[C:9]2[CH3:37])[CH2:6][CH2:5][CH2:4][CH2:3][CH2:2]1. The catalyst class is: 24. (3) Reactant: [O:1]=[C:2]1[C:14]2[C:13]3[C:12]([C:15]([O:17][CH3:18])=[O:16])=[CH:11][CH:10]=[CH:9][C:8]=3[NH:7][C:6]=2[CH2:5][NH:4][CH2:3]1.[BH3-][C:20]#N.[Na+].C=O.Cl. Product: [CH3:20][N:4]1[CH2:3][C:2](=[O:1])[C:14]2[C:13]3[C:12]([C:15]([O:17][CH3:18])=[O:16])=[CH:11][CH:10]=[CH:9][C:8]=3[NH:7][C:6]=2[CH2:5]1. The catalyst class is: 24.